From a dataset of Reaction yield outcomes from USPTO patents with 853,638 reactions. Predict the reaction yield, written as a fraction of the theoretical maximum amount of product (1.0 means a 100% yield; for example, 0.34 means a 34% yield). (1) The reactants are [O:1]1[CH2:6][CH2:5][NH:4][C:3]2[N:7]=[CH:8][CH:9]=[CH:10][C:2]1=2.[C:11](O[C:11]([O:13][C:14]([CH3:17])([CH3:16])[CH3:15])=[O:12])([O:13][C:14]([CH3:17])([CH3:16])[CH3:15])=[O:12].[Li+].C[Si]([N-][Si](C)(C)C)(C)C. The catalyst is C1COCC1. The product is [C:14]([O:13][C:11]([N:4]1[CH2:5][CH2:6][O:1][C:2]2[CH:10]=[CH:9][CH:8]=[N:7][C:3]1=2)=[O:12])([CH3:17])([CH3:16])[CH3:15]. The yield is 0.800. (2) The reactants are [CH2:1]([C:4]1[NH:5][C:6]2[C:11]([CH:12]=1)=[C:10]([C:13]([F:16])([F:15])[F:14])[C:9]([C:17]#[N:18])=[CH:8][CH:7]=2)[CH2:2][CH3:3].Cl[CH2:20][C:21]1[N:25]=[C:24]([C:26]2[CH:31]=[CH:30][CH:29]=[C:28]([C:32]([F:35])([F:34])[F:33])[CH:27]=2)[O:23][N:22]=1.C([O-])([O-])=O.[Cs+].[Cs+].CC#N. The catalyst is CCOC(C)=O. The product is [CH2:1]([C:4]1[N:5]([CH2:20][C:21]2[N:25]=[C:24]([C:26]3[CH:31]=[CH:30][CH:29]=[C:28]([C:32]([F:35])([F:33])[F:34])[CH:27]=3)[O:23][N:22]=2)[C:6]2[C:11]([CH:12]=1)=[C:10]([C:13]([F:15])([F:16])[F:14])[C:9]([C:17]#[N:18])=[CH:8][CH:7]=2)[CH2:2][CH3:3]. The yield is 0.740. (3) The catalyst is C(C(C)=O)C. The yield is 0.900. The product is [CH2:18]([O:1][C:2]1[CH:3]=[CH:4][CH:5]=[C:6]2[C:10]=1[NH:9][CH:8]=[CH:7]2)[CH2:19][CH2:20][CH3:21]. The reactants are [OH:1][C:2]1[CH:3]=[CH:4][CH:5]=[C:6]2[C:10]=1[NH:9][CH:8]=[CH:7]2.C(=O)([O-])[O-].[K+].[K+].I[CH2:18][CH2:19][CH2:20][CH3:21]. (4) The catalyst is O. The yield is 0.130. The product is [CH:6]1([CH2:9][O:10][C:11]2[CH:12]=[C:13]([CH:14]=[CH:15][CH:16]=2)[CH2:17][C:18]2[CH:23]=[C:22]([C:24]3[C:25]([NH2:30])=[N:26][CH:27]=[CH:28][CH:29]=3)[O:20][N:19]=2)[CH2:8][CH2:7]1. The reactants are O1CCCC1.[CH:6]1([CH2:9][O:10][C:11]2[CH:12]=[C:13]([CH2:17][C:18](Cl)=[N:19][OH:20])[CH:14]=[CH:15][CH:16]=2)[CH2:8][CH2:7]1.[C:22]([C:24]1[C:25]([NH2:30])=[N:26][CH:27]=[CH:28][CH:29]=1)#[CH:23].C(N(CC)CC)C. (5) The reactants are [NH2:1][C:2]1[C:3]2[C:13]([O:14][CH2:15][C:16]([NH:19][C:20](=[O:28])[C:21]3[CH:26]=[CH:25][N:24]=[C:23](Br)[CH:22]=3)([CH3:18])[CH3:17])=[CH:12][CH:11]=[CH:10][C:4]=2[NH:5][S:6](=[O:9])(=[O:8])[N:7]=1.[F:29][C:30]1[CH:31]=[C:32](B(O)O)[CH:33]=[CH:34][CH:35]=1. No catalyst specified. The product is [NH2:1][C:2]1[C:3]2[C:13]([O:14][CH2:15][C:16]([NH:19][C:20](=[O:28])[C:21]3[CH:26]=[CH:25][N:24]=[C:23]([C:34]4[CH:33]=[CH:32][CH:31]=[C:30]([F:29])[CH:35]=4)[CH:22]=3)([CH3:18])[CH3:17])=[CH:12][CH:11]=[CH:10][C:4]=2[NH:5][S:6](=[O:9])(=[O:8])[N:7]=1. The yield is 0.220. (6) The reactants are FC(F)(F)S(O[C:7]1[N:12]=[CH:11][C:10]2[C:13]3([CH2:26][C:27]4[CH:32]=[CH:31][CH:30]=[CH:29][N:28]=4)[CH2:25][CH2:24][C:19]4([O:23][CH2:22][CH2:21][O:20]4)[CH2:18][CH:14]3[CH2:15][CH2:16][CH2:17][C:9]=2[CH:8]=1)(=O)=O.[CH:35](/B(O)O)=[CH:36]\[C:37]1[CH:42]=[CH:41][CH:40]=[CH:39][CH:38]=1.C(=O)([O-])[O-].[Cs+].[Cs+].O1CCOCC1. The catalyst is Cl[Pd](Cl)([P](C1C=CC=CC=1)(C1C=CC=CC=1)C1C=CC=CC=1)[P](C1C=CC=CC=1)(C1C=CC=CC=1)C1C=CC=CC=1.O. The product is [N:28]1[CH:29]=[CH:30][CH:31]=[CH:32][C:27]=1[CH2:26][C@@:13]12[CH2:25][CH2:24][C:19]3([O:23][CH2:22][CH2:21][O:20]3)[CH2:18][C@H:14]1[CH2:15][CH2:16][CH2:17][C:9]1[CH:8]=[C:7](/[CH:35]=[CH:36]/[C:37]3[CH:42]=[CH:41][CH:40]=[CH:39][CH:38]=3)[N:12]=[CH:11][C:10]=12. The yield is 0.740. (7) The reactants are [CH3:1][C:2]1[CH:3]=[CH:4][C:5]2[O:9][C:8]([C:10]3[C:22]([O:23]C)=[CH:21][C:20]4[C:19]5[C:14](=[CH:15][C:16]([C:25]6[O:26][C:27]7[CH:33]=[CH:32][C:31]([CH3:34])=[CH:30][C:28]=7[N:29]=6)=[CH:17][CH:18]=5)[C:13]([CH2:38][CH2:39][CH3:40])([CH2:35][CH2:36][CH3:37])[C:12]=4[CH:11]=3)=[N:7][C:6]=2[CH:41]=1.[I-].[Li+]. The catalyst is N1C(C)=CC(C)=CC=1C. The product is [CH3:1][C:2]1[CH:3]=[CH:4][C:5]2[O:9][C:8]([C:10]3[C:22]([OH:23])=[CH:21][C:20]4[C:19]5[C:14](=[CH:15][C:16]([C:25]6[O:26][C:27]7[CH:33]=[CH:32][C:31]([CH3:34])=[CH:30][C:28]=7[N:29]=6)=[CH:17][CH:18]=5)[C:13]([CH2:38][CH2:39][CH3:40])([CH2:35][CH2:36][CH3:37])[C:12]=4[CH:11]=3)=[N:7][C:6]=2[CH:41]=1. The yield is 0.740. (8) The reactants are [OH-].[K+].[C:3]([O:7][C:8](=[O:15])[NH:9][C:10]([CH3:14])([CH3:13])[CH2:11][OH:12])([CH3:6])([CH3:5])[CH3:4].S(OC)(O[CH3:20])(=O)=O. The catalyst is O1CCOCC1. The product is [C:3]([O:7][C:8](=[O:15])[NH:9][C:10]([CH3:14])([CH3:13])[CH2:11][O:12][CH3:20])([CH3:6])([CH3:4])[CH3:5]. The yield is 0.880. (9) The reactants are Cl.FC1C=C(C=CC=1)CN1C=C(C2C3C(=NC=C(C4C=CC(C5CCNCC5)=CC=4)C=3)N(S(C3C=CC(C)=CC=3)(=O)=O)C=2)C=N1.[F:46][C:47]1[CH:48]=[C:49]([CH:97]=[CH:98][CH:99]=1)[CH2:50][N:51]1[C:55]([CH3:56])=[C:54]([C:57]2[C:65]3[C:60](=[N:61][CH:62]=[C:63]([C:66]4[CH:67]=[C:68]([NH:72][CH:73]5[CH2:78][CH2:77][N:76]([C:79]([O:81][C:82]([CH3:85])([CH3:84])[CH3:83])=[O:80])[CH2:75][CH2:74]5)[CH:69]=[CH:70][CH:71]=4)[CH:64]=3)[N:59](S(C3C=CC(C)=CC=3)(=O)=O)[CH:58]=2)[C:53]([CH3:96])=[N:52]1.[OH-].[Li+]. The product is [F:46][C:47]1[CH:48]=[C:49]([CH:97]=[CH:98][CH:99]=1)[CH2:50][N:51]1[C:55]([CH3:56])=[C:54]([C:57]2[C:65]3[C:60](=[N:61][CH:62]=[C:63]([C:66]4[CH:67]=[C:68]([NH:72][CH:73]5[CH2:78][CH2:77][N:76]([C:79]([O:81][C:82]([CH3:83])([CH3:84])[CH3:85])=[O:80])[CH2:75][CH2:74]5)[CH:69]=[CH:70][CH:71]=4)[CH:64]=3)[NH:59][CH:58]=2)[C:53]([CH3:96])=[N:52]1. The yield is 0.672. The catalyst is C1COCC1.CO.O. (10) The reactants are [C:1](OC(N1CCC(O)CC1)=O)([CH3:4])([CH3:3])[CH3:2].[C:15](=[O:18])([O-:17])[O-:16].[Cs+].[Cs+].C[N:22](C=O)C. The catalyst is FC1C=CC(C(F)(F)F)=CC=1. The product is [C:15]([O:17][NH2:22])([O:16][C:1]([CH3:4])([CH3:3])[CH3:2])=[O:18]. The yield is 0.810.